From a dataset of Forward reaction prediction with 1.9M reactions from USPTO patents (1976-2016). Predict the product of the given reaction. (1) Given the reactants [OH:1][C:2]1[CH:3]=[C:4]([CH:7]=[CH:8][CH:9]=1)[CH2:5][OH:6].[C:10](=O)([O-:12])[O-:11].[K+].[K+].Cl, predict the reaction product. The product is: [OH:1][C:2]1[CH:3]=[C:4]([CH2:5][OH:6])[CH:7]=[CH:8][C:9]=1[C:10]([OH:12])=[O:11]. (2) Given the reactants [Br:1][C:2]1[C:3]([CH3:9])=[N:4][C:5](Br)=[CH:6][CH:7]=1.[Cu][C:11]#[N:12].CN(C)C=O.O, predict the reaction product. The product is: [Br:1][C:2]1[CH:7]=[CH:6][C:5]([C:11]#[N:12])=[N:4][C:3]=1[CH3:9]. (3) Given the reactants [F:1][C:2]([F:21])([F:20])[C:3]1[CH:8]=[CH:7][C:6]([C:9]2[CH:10]=[C:11]3[C:16](=[CH:17][CH:18]=2)[NH:15][C:14](=[O:19])[CH2:13][CH2:12]3)=[CH:5][CH:4]=1.C([Li])CCC.[CH2:27]([O:34][C:35](Cl)=[O:36])[C:28]1[CH:33]=[CH:32][CH:31]=[CH:30][CH:29]=1.C(OCC)C, predict the reaction product. The product is: [O:19]=[C:14]1[CH2:13][CH2:12][C:11]2[C:16](=[CH:17][CH:18]=[C:9]([C:6]3[CH:5]=[CH:4][C:3]([C:2]([F:1])([F:20])[F:21])=[CH:8][CH:7]=3)[CH:10]=2)[N:15]1[C:35]([O:34][CH2:27][C:28]1[CH:33]=[CH:32][CH:31]=[CH:30][CH:29]=1)=[O:36]. (4) Given the reactants CO[CH:3](OC)/[C:4](=[CH:7]/[C:8]1[CH:13]=[CH:12][CH:11]=[C:10]([CH3:14])[C:9]=1[CH3:15])/[C:5]#[N:6].CC1C(C)=CC=CC=1CC(C(OC)OC)C#N.O.[NH2:36][NH2:37].Cl, predict the reaction product. The product is: [CH3:15][C:9]1[C:10]([CH3:14])=[CH:11][CH:12]=[CH:13][C:8]=1[CH2:7][C:4]1[C:5]([NH2:6])=[N:36][NH:37][CH:3]=1. (5) Given the reactants [C:1]([C:4]1[C:12]2[C:7](=[CH:8][CH:9]=[CH:10][CH:11]=2)[NH:6][CH:5]=1)(=[O:3])[CH3:2].[H-].[Na+].[CH3:15]I, predict the reaction product. The product is: [C:1]([C:4]1[C:12]2[C:7](=[CH:8][CH:9]=[CH:10][CH:11]=2)[N:6]([CH3:15])[CH:5]=1)(=[O:3])[CH3:2]. (6) Given the reactants [Br-].O=C1[N:8]2[CH:9]=[N+:10]([CH2:12][CH2:13][CH3:14])[CH:11]=[C:7]2[CH2:6][CH2:5][NH:4]1.[ClH:15], predict the reaction product. The product is: [ClH:15].[ClH:15].[CH2:12]([N:10]1[CH:11]=[C:7]([CH2:6][CH2:5][NH2:4])[N:8]=[CH:9]1)[CH2:13][CH3:14]. (7) The product is: [CH3:1][O:2][C:3](=[O:24])[CH2:4][C:5]1[CH:14]=[C:13]([OH:15])[C:12]2[C:7](=[CH:8][CH:9]=[CH:10][CH:11]=2)[CH:6]=1. Given the reactants [CH3:1][O:2][C:3](=[O:24])[CH2:4][C:5]1[CH:14]=[C:13]([O:15]CC2C=CC=CC=2)[C:12]2[C:7](=[CH:8][CH:9]=[C:10](Cl)[CH:11]=2)[CH:6]=1.COC(C1C=C(OCC2C=CC=CC=2)C2C(=CC=C(F)C=2)C=1)=O, predict the reaction product. (8) Given the reactants [F:1][C:2]([F:11])([F:10])[C:3]1[N:8]=[C:7]([OH:9])[CH:6]=[CH:5][CH:4]=1.I[CH3:13], predict the reaction product. The product is: [CH3:13][O:9][C:7]1[CH:6]=[CH:5][CH:4]=[C:3]([C:2]([F:1])([F:10])[F:11])[N:8]=1.